Dataset: Peptide-MHC class I binding affinity with 185,985 pairs from IEDB/IMGT. Task: Regression. Given a peptide amino acid sequence and an MHC pseudo amino acid sequence, predict their binding affinity value. This is MHC class I binding data. (1) The peptide sequence is SRYWEPEFY. The MHC is HLA-A02:01 with pseudo-sequence HLA-A02:01. The binding affinity (normalized) is 0.0847. (2) The peptide sequence is HYVPESDAAA. The MHC is Patr-A0901 with pseudo-sequence Patr-A0901. The binding affinity (normalized) is 0.351. (3) The peptide sequence is RPQLWRYRW. The MHC is HLA-B07:02 with pseudo-sequence HLA-B07:02. The binding affinity (normalized) is 0.364. (4) The peptide sequence is DRFFKTLRA. The MHC is HLA-B44:03 with pseudo-sequence HLA-B44:03. The binding affinity (normalized) is 0. (5) The peptide sequence is RYPEEFGSKS. The MHC is Mamu-A01 with pseudo-sequence Mamu-A01. The binding affinity (normalized) is 0. (6) The peptide sequence is KLDAWLLPF. The MHC is HLA-A80:01 with pseudo-sequence HLA-A80:01. The binding affinity (normalized) is 0.247. (7) The MHC is HLA-A68:01 with pseudo-sequence HLA-A68:01. The binding affinity (normalized) is 0.456. The peptide sequence is KVMFVIRFK. (8) The peptide sequence is FAAPHRGVA. The MHC is HLA-A02:11 with pseudo-sequence HLA-A02:11. The binding affinity (normalized) is 0.0847. (9) The peptide sequence is HVVNYNGLL. The MHC is HLA-A02:03 with pseudo-sequence HLA-A02:03. The binding affinity (normalized) is 0.0847. (10) The peptide sequence is AQGKPTLDF. The MHC is HLA-B15:01 with pseudo-sequence HLA-B15:01. The binding affinity (normalized) is 0.895.